From a dataset of Peptide-MHC class II binding affinity with 134,281 pairs from IEDB. Regression. Given a peptide amino acid sequence and an MHC pseudo amino acid sequence, predict their binding affinity value. This is MHC class II binding data. (1) The peptide sequence is EKKYFAGTQFEPLAA. The MHC is DRB1_1001 with pseudo-sequence DRB1_1001. The binding affinity (normalized) is 0.662. (2) The peptide sequence is TPGGYCLEEWMLVAA. The MHC is DRB1_0101 with pseudo-sequence DRB1_0101. The binding affinity (normalized) is 0.639. (3) The peptide sequence is EKKYFAATPFEPLAA. The MHC is HLA-DPA10201-DPB10101 with pseudo-sequence HLA-DPA10201-DPB10101. The binding affinity (normalized) is 0.926.